Task: Predict the product of the given reaction.. Dataset: Forward reaction prediction with 1.9M reactions from USPTO patents (1976-2016) (1) Given the reactants [F:1][C:2]1[CH:28]=[CH:27][CH:26]=[CH:25][C:3]=1[CH2:4][N:5]1[C:9]([C:10]2[CH:14]=[CH:13][O:12][N:11]=2)=[CH:8][C:7]([C:15]2[N:20]=[C:19](O)[C:18]([N+:22]([O-:24])=[O:23])=[CH:17][N:16]=2)=[N:6]1.P(Cl)(Cl)([Cl:31])=O, predict the reaction product. The product is: [Cl:31][C:19]1[C:18]([N+:22]([O-:24])=[O:23])=[CH:17][N:16]=[C:15]([C:7]2[CH:8]=[C:9]([C:10]3[CH:14]=[CH:13][O:12][N:11]=3)[N:5]([CH2:4][C:3]3[CH:25]=[CH:26][CH:27]=[CH:28][C:2]=3[F:1])[N:6]=2)[N:20]=1. (2) Given the reactants [F:1][C:2]1[CH:3]=[CH:4][C:5]([O:18][CH3:19])=[C:6]([C:8]2[C:9]3[CH:16]=[C:15](I)[NH:14][C:10]=3[N:11]=[CH:12][N:13]=2)[CH:7]=1.[F:20][C:21]1([F:36])[CH2:26][CH2:25][C:24](B2OC(C)(C)C(C)(C)O2)=[CH:23][CH2:22]1.C(=O)([O-])[O-].[Na+].[Na+], predict the reaction product. The product is: [F:20][C:21]1([F:36])[CH2:26][CH2:25][C:24]([C:15]2[NH:14][C:10]3[N:11]=[CH:12][N:13]=[C:8]([C:6]4[CH:7]=[C:2]([F:1])[CH:3]=[CH:4][C:5]=4[O:18][CH3:19])[C:9]=3[CH:16]=2)=[CH:23][CH2:22]1. (3) Given the reactants [H-].[Al+3].[Li+].[H-].[H-].[H-].[C:7]1([C:13]2[CH:18]=[CH:17][N:16]=[C:15]([C:19]([NH:21][CH2:22][CH2:23][CH3:24])=O)[CH:14]=2)[CH:12]=[CH:11][CH:10]=[CH:9][CH:8]=1.[OH-].[Na+], predict the reaction product. The product is: [C:7]1([C:13]2[CH:18]=[CH:17][N:16]=[C:15]([CH2:19][NH:21][CH2:22][CH2:23][CH3:24])[CH:14]=2)[CH:8]=[CH:9][CH:10]=[CH:11][CH:12]=1. (4) Given the reactants [N+:1]([C:4]1[CH:5]=[C:6]2[C:11](=[CH:12][CH:13]=1)[NH:10][C:9](=O)[NH:8][C:7]2=O)([O-:3])=[O:2].P(Cl)(Cl)([Cl:18])=O.[NH:21]1[CH2:26][CH2:25][CH2:24][CH2:23][CH2:22]1, predict the reaction product. The product is: [Cl:18][C:9]1[N:8]=[C:7]([N:21]2[CH2:26][CH2:25][CH2:24][CH2:23][CH2:22]2)[C:6]2[C:11](=[CH:12][CH:13]=[C:4]([N+:1]([O-:3])=[O:2])[CH:5]=2)[N:10]=1. (5) The product is: [Br:3][C:4]1[S:5][CH:6]=[C:7](/[CH:9]=[CH:19]/[C:20]([O:22][CH2:23][CH3:24])=[O:21])[N:8]=1. Given the reactants [Cl-].[Li+].[Br:3][C:4]1[S:5][CH:6]=[C:7]([CH:9]=O)[N:8]=1.C(OP([CH2:19][C:20]([O:22][CH2:23][CH3:24])=[O:21])(OCC)=O)C.N12CCCN=C1CCCCC2, predict the reaction product.